Task: Predict the reactants needed to synthesize the given product.. Dataset: Full USPTO retrosynthesis dataset with 1.9M reactions from patents (1976-2016) Given the product [CH3:21][C:18]1([CH3:20])[C:17]([CH3:22])([CH3:23])[O:16][B:15]([C:25]2[CH:38]=[CH:37][C:28]([O:29][CH2:30][CH2:31][N:32]3[CH2:36][CH2:35][CH2:34][CH2:33]3)=[CH:27][CH:26]=2)[O:19]1, predict the reactants needed to synthesize it. The reactants are: C([O-])(=O)C.[K+].[B:15]1([B:15]2[O:19][C:18]([CH3:21])([CH3:20])[C:17]([CH3:23])([CH3:22])[O:16]2)[O:19][C:18]([CH3:21])([CH3:20])[C:17]([CH3:23])([CH3:22])[O:16]1.Br[C:25]1[CH:38]=[CH:37][C:28]([O:29][CH2:30][CH2:31][N:32]2[CH2:36][CH2:35][CH2:34][CH2:33]2)=[CH:27][CH:26]=1.O.